This data is from Full USPTO retrosynthesis dataset with 1.9M reactions from patents (1976-2016). The task is: Predict the reactants needed to synthesize the given product. (1) Given the product [Br:1][C:2]1[CH:3]=[C:4]([C:9]2[C:22]3[C:23]4=[C:24]5[C:19](=[CH:20][CH:21]=3)[CH:18]=[CH:17][CH:16]=[C:15]5[CH:14]=[CH:13][C:12]4=[CH:11][CH:10]=2)[CH:5]=[CH:6][C:7]=1[I:55], predict the reactants needed to synthesize it. The reactants are: [Br:1][C:2]1[CH:3]=[C:4]([C:9]2[C:22]3[C:23]4=[C:24]5[C:19](=[CH:20][CH:21]=3)[CH:18]=[CH:17][CH:16]=[C:15]5[CH:14]=[CH:13][C:12]4=[CH:11][CH:10]=2)[CH:5]=[C:6](Br)[CH:7]=1.C1(B(O)O)C2C3=C4C(=CC=2)C=CC=C4C=CC3=CC=1.CCCCCC.C([Li])CCC.[I:55]CCI.S(=O)(O)[O-].[Na+]. (2) Given the product [C:30]([C:2]1[C:10]([CH3:11])=[CH:9][CH:8]=[CH:7][C:3]=1[C:4]([OH:6])=[O:5])(=[O:34])[CH:31]([CH3:33])[CH3:32], predict the reactants needed to synthesize it. The reactants are: Br[C:2]1[C:10]([CH3:11])=[CH:9][CH:8]=[CH:7][C:3]=1[C:4]([OH:6])=[O:5].CCCCCCC.[Li]CCCC.CCCCCC.[C:30](Cl)(=[O:34])[CH:31]([CH3:33])[CH3:32]. (3) Given the product [CH3:47][N:43]1[C:42]2[C:48]([CH3:50])=[CH:49][C:39]([C:37]([C:33]3[CH:32]=[C:31]([NH:11][C:12]4[CH:13]=[C:14]5[C:27](=[CH:28][CH:29]=4)[CH2:26][C:16]4([C:24]6[C:19](=[N:20][CH:21]=[CH:22][CH:23]=6)[NH:18][C:17]4=[O:25])[CH2:15]5)[N:36]=[CH:35][N:34]=3)=[O:38])=[CH:40][C:41]=2[O:45][C:44]1=[O:46], predict the reactants needed to synthesize it. The reactants are: C1(S(O)(=O)=O)C=CC=CC=1.[NH2:11][C:12]1[CH:13]=[C:14]2[C:27](=[CH:28][CH:29]=1)[CH2:26][C:16]1([C:24]3[C:19](=[N:20][CH:21]=[CH:22][CH:23]=3)[NH:18][C:17]1=[O:25])[CH2:15]2.Cl[C:31]1[N:36]=[CH:35][N:34]=[C:33]([C:37]([C:39]2[CH:49]=[C:48]([CH3:50])[C:42]3[N:43]([CH3:47])[C:44](=[O:46])[O:45][C:41]=3[CH:40]=2)=[O:38])[CH:32]=1. (4) Given the product [CH3:28][S:25]([C:18]1[C:19]([CH2:20][CH2:21][C:22]([OH:24])=[O:23])=[C:15](/[CH:13]=[C:6]2\[C:7](=[O:12])[NH:8][C:9]3[C:5]\2=[CH:4][C:3]([O:2][CH3:1])=[CH:11][CH:10]=3)[NH:16][C:17]=1[CH3:29])(=[O:27])=[O:26], predict the reactants needed to synthesize it. The reactants are: [CH3:1][O:2][C:3]1[CH:4]=[C:5]2[C:9](=[CH:10][CH:11]=1)[NH:8][C:7](=[O:12])[CH2:6]2.[CH:13]([C:15]1[NH:16][C:17]([CH3:29])=[C:18]([S:25]([CH3:28])(=[O:27])=[O:26])[C:19]=1[CH2:20][CH2:21][C:22]([OH:24])=[O:23])=O.N1CCCCC1. (5) Given the product [CH2:8]([NH:10][C:11]([N:23]1[C:24]([CH3:26])=[CH:25][C:21]([O:20][C:17]2[CH:18]=[CH:19][C:14]([F:13])=[CH:15][C:16]=2[N+:27]([O-:29])=[O:28])=[N:22]1)=[O:12])[CH3:9], predict the reactants needed to synthesize it. The reactants are: C(N(CC)CC)C.[CH2:8]([N:10]=[C:11]=[O:12])[CH3:9].[F:13][C:14]1[CH:19]=[CH:18][C:17]([O:20][C:21]2[CH:25]=[C:24]([CH3:26])[NH:23][N:22]=2)=[C:16]([N+:27]([O-:29])=[O:28])[CH:15]=1.Cl. (6) The reactants are: FC(F)(F)C(O)=O.[F:8][C:9]1[CH:40]=[CH:39][C:12]([NH:13][C:14]2[CH:26]=[C:25](/[CH:27]=[CH:28]/[C:29]3[CH:34]=[CH:33][C:32]([C:35]([F:38])([F:37])[F:36])=[CH:31][CH:30]=3)[CH:24]=[CH:23][C:15]=2[C:16]([O:18]C(C)(C)C)=[O:17])=[CH:11][CH:10]=1. Given the product [F:8][C:9]1[CH:10]=[CH:11][C:12]([NH:13][C:14]2[CH:26]=[C:25](/[CH:27]=[CH:28]/[C:29]3[CH:34]=[CH:33][C:32]([C:35]([F:36])([F:37])[F:38])=[CH:31][CH:30]=3)[CH:24]=[CH:23][C:15]=2[C:16]([OH:18])=[O:17])=[CH:39][CH:40]=1, predict the reactants needed to synthesize it. (7) Given the product [CH3:16][O:15][N:14]([CH3:13])[C:8](=[O:9])[CH2:7][C:3]1[CH:2]=[C:1]([CH3:11])[CH:6]=[CH:5][CH:4]=1, predict the reactants needed to synthesize it. The reactants are: [C:1]1([CH3:11])[CH:6]=[CH:5][CH:4]=[C:3]([CH2:7][C:8](O)=[O:9])[CH:2]=1.Cl.[CH3:13][NH:14][O:15][CH3:16].Cl.CN(C)CCCN=C=NCC.OC1C2N=NNC=2C=CC=1.C(N(CC)CC)C.